This data is from hERG potassium channel inhibition data for cardiac toxicity prediction from Karim et al.. The task is: Regression/Classification. Given a drug SMILES string, predict its toxicity properties. Task type varies by dataset: regression for continuous values (e.g., LD50, hERG inhibition percentage) or binary classification for toxic/non-toxic outcomes (e.g., AMES mutagenicity, cardiotoxicity, hepatotoxicity). Dataset: herg_karim. (1) The drug is N#Cc1ccc2nc([C@H]3CC[C@]4(CC3)CN(c3ccc(F)cc3)C(=O)O4)[nH]c2c1. The result is 1 (blocker). (2) The compound is NC1=N[C@@]2(CO1)c1cc(-c3cccnc3F)ccc1Oc1c2cc(C2CCCOC2)nc1F. The result is 0 (non-blocker). (3) The molecule is CC(C)(C)C#Cc1cnc2c(c1)[C@]1(COC(N)=N1)c1cc(-c3cccnc3F)ccc1O2. The result is 1 (blocker). (4) The compound is c1ccc(C[NH+]2CCC[C@H](c3c(-c4ccccc4)[nH]c4ccccc34)C2)cc1. The result is 1 (blocker). (5) The compound is O=C1NC[C@@H](c2ccccc2)C12CCN(C1CCCCC1c1ccccc1)CC2. The result is 1 (blocker). (6) The compound is CC(C)CN(C(=O)c1ccccc1-c1ccccc1)[C@H]1CCNC1. The result is 1 (blocker). (7) The molecule is Nc1cccnc1C1CCC(N2CC(NC(=O)CNC(=O)c3cccc(C(F)(F)F)c3)C2)CC1. The result is 0 (non-blocker).